From a dataset of Catalyst prediction with 721,799 reactions and 888 catalyst types from USPTO. Predict which catalyst facilitates the given reaction. (1) Reactant: [C:1]1([CH:8]=[CH:7][CH:6]=[C:4]([OH:5])[CH:3]=1)[OH:2].[OH:9][C:10]1[CH:11]=[C:12]([CH2:16][C:17](O)=[O:18])[CH:13]=[CH:14][CH:15]=1.B(F)(F)F.CCOCC.C([O-])(=O)C.[Na+]. Product: [OH:2][C:1]1[CH:3]=[C:4]([OH:5])[CH:6]=[CH:7][C:8]=1[C:17](=[O:18])[CH2:16][C:12]1[CH:13]=[CH:14][CH:15]=[C:10]([OH:9])[CH:11]=1. The catalyst class is: 93. (2) Reactant: [Cl:1][C:2]1[CH:7]=[CH:6][N:5]=[C:4]([NH:8][C:9]2[CH:14]=[CH:13][C:12]([S:15](Cl)(=[O:17])=[O:16])=[CH:11][CH:10]=2)[N:3]=1.[CH:19]1([NH2:25])[CH2:24][CH2:23][CH2:22][CH2:21][CH2:20]1. Product: [Cl:1][C:2]1[CH:7]=[CH:6][N:5]=[C:4]([NH:8][C:9]2[CH:14]=[CH:13][C:12]([S:15]([NH:25][CH:19]3[CH2:24][CH2:23][CH2:22][CH2:21][CH2:20]3)(=[O:17])=[O:16])=[CH:11][CH:10]=2)[N:3]=1. The catalyst class is: 4. (3) Reactant: [Cl:1][C:2]1[CH:10]=[CH:9][CH:8]=[C:7]2[C:3]=1[C:4]([C:15]([OH:17])=O)=[CH:5][N:6]2[CH2:11][CH2:12][O:13][CH3:14].[F:18][C:19]([F:29])([F:28])[C:20]1[CH:27]=[CH:26][C:23]([CH2:24][NH2:25])=[CH:22][CH:21]=1.N1(O)C2C=CC=CC=2N=N1.C(Cl)CCl. Product: [F:18][C:19]([F:28])([F:29])[C:20]1[CH:27]=[CH:26][C:23]([CH2:24][NH:25][C:15]([C:4]2[C:3]3[C:7](=[CH:8][CH:9]=[CH:10][C:2]=3[Cl:1])[N:6]([CH2:11][CH2:12][O:13][CH3:14])[CH:5]=2)=[O:17])=[CH:22][CH:21]=1. The catalyst class is: 1. (4) Reactant: [Cl:1][C:2]1[CH:3]=[CH:4][CH:5]=[C:6]2[C:10]=1[NH:9][CH:8]=[CH:7]2.[H-].[Na+].[CH:13]1([CH2:19]Br)[CH2:18][CH2:17][CH2:16][CH2:15][CH2:14]1. Product: [Cl:1][C:2]1[CH:3]=[CH:4][CH:5]=[C:6]2[C:10]=1[N:9]([CH2:19][CH:13]1[CH2:18][CH2:17][CH2:16][CH2:15][CH2:14]1)[CH:8]=[CH:7]2. The catalyst class is: 9. (5) Reactant: [Cl-].[Al+3].[Cl-].[Cl-].[C:5](Cl)(=[O:7])[CH3:6].[Br:9][C:10]1[CH:11]=[C:12]2[C:17](=[CH:18][CH:19]=1)[O:16][C:15]([CH3:21])([CH3:20])[CH2:14][C:13]2([CH3:23])[CH3:22]. Product: [C:5]([C:18]1[CH:19]=[C:10]([Br:9])[CH:11]=[C:12]2[C:17]=1[O:16][C:15]([CH3:20])([CH3:21])[CH2:14][C:13]2([CH3:23])[CH3:22])(=[O:7])[CH3:6]. The catalyst class is: 4.